Dataset: Full USPTO retrosynthesis dataset with 1.9M reactions from patents (1976-2016). Task: Predict the reactants needed to synthesize the given product. (1) Given the product [NH2:27][C:28]1[CH:33]=[C:32]([C:2]2[CH:3]=[C:4]([C:14]([NH:16][CH2:17][C:18]3[C:19](=[O:26])[NH:20][C:21]([CH3:25])=[CH:22][C:23]=3[CH3:24])=[O:15])[C:5]3[CH:10]=[N:9][N:8]([CH:11]([CH3:13])[CH3:12])[C:6]=3[N:7]=2)[CH:31]=[CH:30][CH:29]=1, predict the reactants needed to synthesize it. The reactants are: Cl[C:2]1[CH:3]=[C:4]([C:14]([NH:16][CH2:17][C:18]2[C:19](=[O:26])[NH:20][C:21]([CH3:25])=[CH:22][C:23]=2[CH3:24])=[O:15])[C:5]2[CH:10]=[N:9][N:8]([CH:11]([CH3:13])[CH3:12])[C:6]=2[N:7]=1.[NH2:27][C:28]1[CH:29]=[C:30](B(O)O)[CH:31]=[CH:32][CH:33]=1.C(=O)(O)[O-].[Na+].O. (2) Given the product [CH3:11][C:12]1[CH:17]=[C:16]([N+:18]([O-:20])=[O:19])[CH:15]=[CH:14][C:13]=1[N:21]=[C:22]1[NH:1][CH:2]([CH2:5][Cl:9])[CH2:3][S:23]1, predict the reactants needed to synthesize it. The reactants are: [NH2:1][CH:2]([CH2:5]O)[CH2:3]O.O=S(Cl)[Cl:9].[CH3:11][C:12]1[CH:17]=[C:16]([N+:18]([O-:20])=[O:19])[CH:15]=[CH:14][C:13]=1[N:21]=[C:22]=[S:23]. (3) Given the product [CH2:7]([NH:12][C:2]1[S:3][CH:4]=[CH:5][CH:6]=1)[CH2:8][CH2:9][CH2:10][CH3:11], predict the reactants needed to synthesize it. The reactants are: I[C:2]1[S:3][CH:4]=[CH:5][CH:6]=1.[CH2:7]([NH2:12])[CH2:8][CH2:9][CH2:10][CH3:11].[O-]P([O-])([O-])=O.[K+].[K+].[K+].O. (4) Given the product [F:1][C:2]1[CH:7]=[CH:6][CH:5]=[C:4]([O:8][CH3:9])[C:3]=1[CH:29]=[O:30], predict the reactants needed to synthesize it. The reactants are: [F:1][C:2]1[CH:3]=[C:4]([O:8][CH3:9])[CH:5]=[CH:6][CH:7]=1.C([Li])CCC.CN(CCN(CCN(C)C)C)C.CN(C)[CH:29]=[O:30].